Dataset: Catalyst prediction with 721,799 reactions and 888 catalyst types from USPTO. Task: Predict which catalyst facilitates the given reaction. (1) Reactant: [CH2:1]([O:8][C:9]([N:11]1[CH:17]([C:18]([OH:20])=[O:19])[CH2:16][C:13]2([CH2:15][CH2:14]2)[CH2:12]1)=[O:10])[C:2]1[CH:7]=[CH:6][CH:5]=[CH:4][CH:3]=1.C(N(CC)CC)C.Br[CH2:29][C:30]([C:32]1[CH:33]=[CH:34][C:35]2[C:39]3[CH:40]=[CH:41][C:42]([Br:44])=[CH:43][C:38]=3[O:37][C:36]=2[CH:45]=1)=[O:31]. Product: [Br:44][C:42]1[CH:41]=[CH:40][C:39]2[C:35]3[CH:34]=[CH:33][C:32]([C:30](=[O:31])[CH2:29][O:19][C:18]([CH:17]4[CH2:16][C:13]5([CH2:14][CH2:15]5)[CH2:12][N:11]4[C:9]([O:8][CH2:1][C:2]4[CH:7]=[CH:6][CH:5]=[CH:4][CH:3]=4)=[O:10])=[O:20])=[CH:45][C:36]=3[O:37][C:38]=2[CH:43]=1. The catalyst class is: 444. (2) The catalyst class is: 1. Reactant: [CH2:1](O)[CH3:2].C1(P(C2C=CC=CC=2)C2C=CC=CC=2)C=CC=CC=1.[C:23]([O:26][C:27]1[CH:28]=[C:29]([C:33]2[O:37][CH2:36][C:35]([CH3:39])([CH3:38])[C:34]=2[C:40]([CH3:57])([CH3:56])[CH2:41][O:42][CH2:43][CH2:44][CH2:45][CH2:46][CH2:47][CH2:48][CH2:49][CH2:50][CH2:51][CH2:52][C:53]([OH:55])=[O:54])[CH:30]=[CH:31][CH:32]=1)(=[O:25])[CH3:24].N(C(OCC)=O)=NC(OCC)=O.Cl. Product: [C:23]([O:26][C:27]1[CH:28]=[C:29]([C:33]2[O:37][CH2:36][C:35]([CH3:39])([CH3:38])[C:34]=2[C:40]([CH3:57])([CH3:56])[CH2:41][O:42][CH2:43][CH2:44][CH2:45][CH2:46][CH2:47][CH2:48][CH2:49][CH2:50][CH2:51][CH2:52][C:53]([O:55][CH2:1][CH3:2])=[O:54])[CH:30]=[CH:31][CH:32]=1)(=[O:25])[CH3:24]. (3) Reactant: [N+](C1C=CC([O:10][C:11]([N:13]2[C:18](=[O:19])[CH2:17][O:16][CH:15]([CH3:20])[CH:14]2[C:21]2[CH:26]=[CH:25][C:24]([F:27])=[C:23]([F:28])[CH:22]=2)=[O:12])=CC=1)([O-])=O.CO. The catalyst class is: 2. Product: [F:28][C:23]1[CH:22]=[C:21]([CH:14]2[CH:15]([CH3:20])[O:16][CH2:17][C:18](=[O:19])[N:13]2[C:11]([OH:12])=[O:10])[CH:26]=[CH:25][C:24]=1[F:27]. (4) Reactant: Br[C:2]1[N:7]=[C:6]([CH2:8][NH:9][C@H:10]([CH:13]([CH3:15])[CH3:14])[CH2:11][OH:12])[CH:5]=[CH:4][CH:3]=1.[Si:16]([C:23]1[S:24][C:25](B2OC(C)(C)C(C)(C)O2)=[CH:26][CH:27]=1)([C:19]([CH3:22])([CH3:21])[CH3:20])([CH3:18])[CH3:17].C(=O)([O-])[O-].[Cs+].[Cs+]. Product: [Si:16]([C:23]1[S:24][C:25]([C:2]2[N:7]=[C:6]([CH2:8][NH:9][C@H:10]([CH:13]([CH3:15])[CH3:14])[CH2:11][OH:12])[CH:5]=[CH:4][CH:3]=2)=[CH:26][CH:27]=1)([C:19]([CH3:22])([CH3:21])[CH3:20])([CH3:18])[CH3:17]. The catalyst class is: 12. (5) Product: [CH2:28]([C:30]1[C:38]2[C:33](=[CH:34][CH:35]=[CH:36][C:37]=2[NH:39][C:10]([C:3]2[N:4]3[CH:9]=[CH:8][CH:7]=[CH:6][C:5]3=[N:1][CH:2]=2)=[O:12])[N:32]([CH2:40][C:41]2[CH:46]=[CH:45][CH:44]=[C:43]([CH3:47])[N:42]=2)[N:31]=1)[CH3:29]. Reactant: [N:1]1[CH:2]=[C:3]([C:10]([OH:12])=O)[N:4]2[CH:9]=[CH:8][CH:7]=[CH:6][C:5]=12.C(Cl)(=O)C(Cl)=O.C(N(C(C)C)CC)(C)C.[CH2:28]([C:30]1[C:38]2[C:37]([NH2:39])=[CH:36][CH:35]=[CH:34][C:33]=2[N:32]([CH2:40][C:41]2[CH:46]=[CH:45][CH:44]=[C:43]([CH3:47])[N:42]=2)[N:31]=1)[CH3:29]. The catalyst class is: 120. (6) Reactant: Cl[C:2]1[CH:7]=[CH:6][N:5]2[N:8]=[CH:9][C:10]([C:11]([O:13][CH2:14][CH3:15])=[O:12])=[C:4]2[N:3]=1.[F:16][C:17]1[CH:22]=[CH:21][C:20]([F:23])=[CH:19][C:18]=1[C@@H:24]1[CH2:28][C@H:27]([F:29])[CH2:26][NH:25]1.[F-].[K+].O. Product: [F:16][C:17]1[CH:22]=[CH:21][C:20]([F:23])=[CH:19][C:18]=1[C@@H:24]1[CH2:28][C@H:27]([F:29])[CH2:26][N:25]1[C:2]1[CH:7]=[CH:6][N:5]2[N:8]=[CH:9][C:10]([C:11]([O:13][CH2:14][CH3:15])=[O:12])=[C:4]2[N:3]=1. The catalyst class is: 16.